Task: Predict the reaction yield, written as a fraction of the theoretical maximum amount of product (1.0 means a 100% yield; for example, 0.34 means a 34% yield).. Dataset: Reaction yield outcomes from USPTO patents with 853,638 reactions The reactants are [CH3:1][C:2]1[CH:11]=[C:10]([CH3:12])[CH:9]=[C:8]2[C:3]=1[CH2:4][CH2:5][CH2:6][C:7]2=[N:13]O. The catalyst is N.[Ni]. The product is [CH3:1][C:2]1[CH:11]=[C:10]([CH3:12])[CH:9]=[C:8]2[C:3]=1[CH2:4][CH2:5][CH2:6][CH:7]2[NH2:13]. The yield is 0.930.